Dataset: Reaction yield outcomes from USPTO patents with 853,638 reactions. Task: Predict the reaction yield, written as a fraction of the theoretical maximum amount of product (1.0 means a 100% yield; for example, 0.34 means a 34% yield). (1) The reactants are Cl.[F:2][C:3]([F:22])([F:21])[O:4][C:5]1[CH:6]=[C:7]([C:11]2[CH:12]=[C:13]3[C:18](=[O:19])[NH:17][CH2:16][CH2:15][N:14]3[CH:20]=2)[CH:8]=[CH:9][CH:10]=1.[CH3:23][S:24](Cl)(=[O:26])=[O:25].CCN([CH:34]([CH3:36])[CH3:35])C(C)C.C([O-])(O)=O.[Na+]. The catalyst is C(Cl)Cl.C(OCC)(=O)C. The product is [O:19]=[C:18]1[NH:17][CH2:16][C@H:15]([CH2:12][CH2:13][NH:14][S:24]([CH3:23])(=[O:26])=[O:25])[N:14]2[C:20]([C:35]3[CH:34]=[CH:36][CH:6]=[CH:5][CH:10]=3)=[C:11]([C:7]3[CH:8]=[CH:9][CH:10]=[C:5]([O:4][C:3]([F:2])([F:21])[F:22])[CH:6]=3)[CH:12]=[C:13]12. The yield is 0.510. (2) The reactants are [F:1][C:2]1[CH:3]=[C:4]([OH:11])[CH:5]=[CH:6][C:7]=1[N+:8]([O-:10])=[O:9].[F:12][C:13]([F:26])([F:25])[S:14](O[S:14]([C:13]([F:26])([F:25])[F:12])(=[O:16])=[O:15])(=[O:16])=[O:15].C(N(CC)CC)C. The catalyst is C(Cl)Cl. The product is [F:1][C:2]1[CH:3]=[C:4]([O:11][S:14]([C:13]([F:26])([F:25])[F:12])(=[O:16])=[O:15])[CH:5]=[CH:6][C:7]=1[N+:8]([O-:10])=[O:9]. The yield is 0.560. (3) The catalyst is S(Cl)(Cl)=O.CCCCCC. The yield is 0.550. The reactants are [CH3:1][C:2]1([CH3:17])[CH2:11][C:10]([CH3:13])([CH3:12])[C:9]2[C:4](=[CH:5][CH:6]=[C:7]([C:14]([OH:16])=[O:15])[CH:8]=2)[O:3]1.C(OC1C=CC(O)=CC=1C(C)(C)C)(=O)C.[C:33]([O:37][C:38](=[O:47])[CH2:39][C:40]1[CH:45]=[CH:44][C:43](O)=[CH:42][CH:41]=1)([CH3:36])([CH3:35])[CH3:34].C(OCC)(=O)C. The product is [C:33]([O:37][C:38]([CH2:39][C:40]1[CH:41]=[CH:42][C:43]([O:15][C:14]([C:7]2[CH:8]=[C:9]3[C:4](=[CH:5][CH:6]=2)[O:3][C:2]([CH3:17])([CH3:1])[CH2:11][C:10]3([CH3:12])[CH3:13])=[O:16])=[CH:44][CH:45]=1)=[O:47])([CH3:36])([CH3:34])[CH3:35]. (4) The reactants are [N+:1]([C:4]1[CH:9]=[CH:8][C:7]([NH:10][CH:11]2[CH2:16][CH2:15][CH:14]([O:17][CH2:18][C:19]([OH:21])=O)[CH2:13][CH2:12]2)=[CH:6][C:5]=1[C:22]([F:25])([F:24])[F:23])([O-:3])=[O:2].CCN=C=NCCCN(C)C.Cl.C1C=CC2N(O)N=NC=2C=1.C(N(CC)CC)C.[F:55][C:56]([F:74])([F:73])[C:57]1[CH:58]=[CH:59][C:60]2[O:64][CH:63]([CH2:65][N:66]3[CH2:71][CH2:70][NH:69][CH2:68][CH2:67]3)[CH2:62][C:61]=2[CH:72]=1. The catalyst is ClCCl.O. The product is [N+:1]([C:4]1[CH:9]=[CH:8][C:7]([NH:10][CH:11]2[CH2:12][CH2:13][CH:14]([O:17][CH2:18][C:19]([N:69]3[CH2:70][CH2:71][N:66]([CH2:65][CH:63]4[CH2:62][C:61]5[CH:72]=[C:57]([C:56]([F:74])([F:55])[F:73])[CH:58]=[CH:59][C:60]=5[O:64]4)[CH2:67][CH2:68]3)=[O:21])[CH2:15][CH2:16]2)=[CH:6][C:5]=1[C:22]([F:25])([F:23])[F:24])([O-:3])=[O:2]. The yield is 0.400. (5) The reactants are [CH2:1]([C@@H:8]1[C@@H:16]([O:17][CH2:18][CH2:19][CH2:20][OH:21])[C@H:15]([CH3:22])[O:14][C:13](=[O:23])[C@@H:12]([NH:24][C:25](=[O:31])[O:26][C:27]([CH3:30])([CH3:29])[CH3:28])[CH2:11][O:10][CH2:9]1)[C:2]1[CH:7]=[CH:6][CH:5]=[CH:4][CH:3]=1.[CH3:32]N(C1C2C(N(C)C)=CC=CC=2C=CC=1)C.F[B-](F)(F)F.C[O+](C)C. The catalyst is C(Cl)Cl. The product is [CH2:1]([C@@H:8]1[C@@H:16]([O:17][CH2:18][CH2:19][CH2:20][O:21][CH3:32])[C@H:15]([CH3:22])[O:14][C:13](=[O:23])[C@@H:12]([NH:24][C:25](=[O:31])[O:26][C:27]([CH3:30])([CH3:29])[CH3:28])[CH2:11][O:10][CH2:9]1)[C:2]1[CH:3]=[CH:4][CH:5]=[CH:6][CH:7]=1. The yield is 0.720. (6) The reactants are C(OC(=O)[NH:10][C:11]1[CH:16]=[CH:15][C:14]([C:17]([CH3:20])([CH3:19])[CH3:18])=[C:13]([NH:21][CH:22]=[O:23])[CH:12]=1)C1C=CC=CC=1.CO. The catalyst is [Pd].C(Cl)Cl. The product is [NH2:10][C:11]1[CH:16]=[CH:15][C:14]([C:17]([CH3:20])([CH3:19])[CH3:18])=[C:13]([NH:21][CH:22]=[O:23])[CH:12]=1. The yield is 0.960.